Task: Predict which catalyst facilitates the given reaction.. Dataset: Catalyst prediction with 721,799 reactions and 888 catalyst types from USPTO (1) Reactant: [C:1]1([P:7]([C:10]2[CH:15]=[CH:14][CH:13]=[CH:12][CH:11]=2)(=[O:9])[OH:8])[CH:6]=[CH:5][CH:4]=[CH:3][CH:2]=1.O.[OH-].[Li+:18].O. Product: [C:1]1([P:7]([C:10]2[CH:15]=[CH:14][CH:13]=[CH:12][CH:11]=2)(=[O:8])[O-:9])[CH:2]=[CH:3][CH:4]=[CH:5][CH:6]=1.[Li+:18]. The catalyst class is: 41. (2) Product: [NH2:1][C:2]1[C:7]([CH3:8])=[C:6]([C:9]2[CH:14]=[CH:13][C:12]([Br:30])=[CH:11][CH:10]=2)[N:5]=[C:4]([C:19]([O:21][CH3:22])=[O:20])[C:3]=1[Cl:23]. The catalyst class is: 26. Reactant: [NH2:1][C:2]1[C:7]([CH3:8])=[C:6]([C:9]2[CH:14]=[CH:13][C:12]([Si](C)(C)C)=[CH:11][CH:10]=2)[N:5]=[C:4]([C:19]([O:21][CH3:22])=[O:20])[C:3]=1[Cl:23].C(=O)([O-])[O-].[K+].[K+].[Br:30]Br. (3) Reactant: C([Li])CCC.Br[C:7]1[CH:12]=[CH:11][CH:10]=[C:9]([C:13]([F:16])([F:15])[F:14])[N:8]=1.[CH3:17][N:18]1[C:23](=[O:24])[C:22]2[C:25]([S:30][C:31]3[S:32][CH:33]=[CH:34][CH:35]=3)=[C:26]([CH:28]=[O:29])[S:27][C:21]=2[N:20]([CH2:36][CH:37]([CH3:39])[CH3:38])[C:19]1=[O:40].[Li]C1C=CC=CN=1.[Cl-].[NH4+]. Product: [OH:29][CH:28]([C:7]1[CH:12]=[CH:11][CH:10]=[C:9]([C:13]([F:16])([F:15])[F:14])[N:8]=1)[C:26]1[S:27][C:21]2[N:20]([CH2:36][CH:37]([CH3:39])[CH3:38])[C:19](=[O:40])[N:18]([CH3:17])[C:23](=[O:24])[C:22]=2[C:25]=1[S:30][C:31]1[S:32][CH:33]=[CH:34][CH:35]=1. The catalyst class is: 7. (4) Reactant: C[O:2][C:3]1[N:8]=[C:7]([O:9]C)[C:6]([C:11]2[O:15][C:14]([C:16](=[O:29])[CH2:17][CH2:18][CH2:19][CH2:20][CH2:21][CH2:22][C:23]3[CH:28]=[CH:27][CH:26]=[CH:25][CH:24]=3)=[N:13][CH:12]=2)=[CH:5][N:4]=1. Product: [C:23]1([CH2:22][CH2:21][CH2:20][CH2:19][CH2:18][CH2:17][C:16]([C:14]2[O:15][C:11]([C:6]3[C:7](=[O:9])[NH:8][C:3](=[O:2])[NH:4][CH:5]=3)=[CH:12][N:13]=2)=[O:29])[CH:28]=[CH:27][CH:26]=[CH:25][CH:24]=1. The catalyst class is: 25. (5) Reactant: [C:1]([C@@H:3]1[CH2:7][CH2:6][C@H:5]([C:8]#[CH:9])[N:4]1[C:10]([O:12]C(C)(C)C)=O)#[N:2].C1(C)C=CC(S(O)(=O)=O)=CC=1.C(=O)=O.C(N(CC)C(C)C)(C)C.[Cl:40][CH2:41]C(Cl)=O.C(OC(C)C)(=O)C.OP([O-])([O-])=O.[K+].[K+]. Product: [Cl:40][CH2:41][C:10]([N:4]1[C@@H:5]([C:8]#[CH:9])[CH2:6][CH2:7][C@H:3]1[C:1]#[N:2])=[O:12]. The catalyst class is: 144.